Predict the reaction yield, written as a fraction of the theoretical maximum amount of product (1.0 means a 100% yield; for example, 0.34 means a 34% yield). From a dataset of Reaction yield outcomes from USPTO patents with 853,638 reactions. (1) The reactants are [Cl:1][C:2]1[CH:7]=[C:6]([N+:8]([O-])=O)[CH:5]=[C:4]([Cl:11])[C:3]=1[CH3:12].[Cl-].[NH4+].CO. The catalyst is [Fe].O. The product is [Cl:1][C:2]1[CH:7]=[C:6]([CH:5]=[C:4]([Cl:11])[C:3]=1[CH3:12])[NH2:8]. The yield is 0.655. (2) The reactants are [CH3:1][NH:2][CH2:3][C:4]1[CH:9]=[CH:8][CH:7]=[C:6]([O:10][C:11]([F:14])([F:13])[F:12])[C:5]=1[O:15][CH2:16][CH2:17][CH3:18].[C:19](Cl)(=[O:22])[CH:20]=[CH2:21].C(N(CC)CC)C. The catalyst is C(Cl)Cl. The product is [CH3:1][N:2]([CH2:3][C:4]1[CH:9]=[CH:8][CH:7]=[C:6]([O:10][C:11]([F:12])([F:13])[F:14])[C:5]=1[O:15][CH2:16][CH2:17][CH3:18])[C:19](=[O:22])[CH:20]=[CH2:21]. The yield is 0.900. (3) The reactants are Br[C:2]1[N:7]=[C:6](/[CH:8]=[CH:9]/[C:10]2[N:19]=[C:18]([N:20]([CH3:22])[CH3:21])[C:17]3[C:12](=[CH:13][CH:14]=[C:15]([Cl:23])[CH:16]=3)[N:11]=2)[CH:5]=[CH:4][CH:3]=1.[NH:24]1[CH2:28][CH2:27][CH:26]([CH2:29][OH:30])[CH2:25]1.C(=O)([O-])[O-].[K+].[K+].O.CC1(C)C2C(=C(P(C3C=CC=CC=3)C3C=CC=CC=3)C=CC=2)OC2C(P(C3C=CC=CC=3)C3C=CC=CC=3)=CC=CC1=2. The catalyst is C1(C)C(C)=CC=CC=1.C(Cl)Cl.C([O-])(=O)C.[Pd+2].C([O-])(=O)C. The product is [Cl:23][C:15]1[CH:16]=[C:17]2[C:12](=[CH:13][CH:14]=1)[N:11]=[C:10]([CH:9]=[CH:8][C:6]1[N:7]=[C:2]([N:24]3[CH2:28][CH2:27][CH:26]([CH2:29][OH:30])[CH2:25]3)[CH:3]=[CH:4][CH:5]=1)[N:19]=[C:18]2[N:20]([CH3:22])[CH3:21]. The yield is 0.170. (4) The reactants are [C:1]([NH:4][CH2:5][CH:6]1[O:10][C:9](=[O:11])[N:8]([C:12]2[CH:17]=[CH:16][C:15]([C:18]3[CH:19]=[CH:20][C:21]([CH2:24]OS(C)(=O)=O)=[N:22][CH:23]=3)=[C:14]([F:30])[CH:13]=2)[CH2:7]1)(=[O:3])[CH3:2].[O:31]1[CH:35]=[C:34]([CH2:36][NH2:37])[CH:33]=[N:32]1. The catalyst is CN(C=O)C. The product is [F:30][C:14]1[CH:13]=[C:12]([N:8]2[CH2:7][CH:6]([CH2:5][NH:4][C:1](=[O:3])[CH3:2])[O:10][C:9]2=[O:11])[CH:17]=[CH:16][C:15]=1[C:18]1[CH:23]=[N:22][C:21]([CH2:24][NH:37][CH2:36][C:34]2[CH:33]=[N:32][O:31][CH:35]=2)=[CH:20][CH:19]=1. The yield is 0.100. (5) The product is [Br:15][C:13]1[CH:14]=[C:9]([NH:7][C:4]2[CH:5]=[CH:6][N:2]([CH3:1])[N:3]=2)[C:10](=[O:17])[N:11]([CH3:16])[CH:12]=1. The reactants are [CH3:1][N:2]1[CH:6]=[CH:5][C:4]([NH2:7])=[N:3]1.Br[C:9]1[C:10](=[O:17])[N:11]([CH3:16])[CH:12]=[C:13]([Br:15])[CH:14]=1.C(=O)([O-])[O-].[Cs+].[Cs+].CC1(C)C2C(=C(P(C3C=CC=CC=3)C3C=CC=CC=3)C=CC=2)OC2C(P(C3C=CC=CC=3)C3C=CC=CC=3)=CC=CC1=2. The catalyst is C1C=CC(/C=C/C(/C=C/C2C=CC=CC=2)=O)=CC=1.C1C=CC(/C=C/C(/C=C/C2C=CC=CC=2)=O)=CC=1.C1C=CC(/C=C/C(/C=C/C2C=CC=CC=2)=O)=CC=1.[Pd].[Pd].O1CCOCC1. The yield is 0.320. (6) The reactants are [N+:1]([C:4]1[CH:5]=[CH:6][C:7]2[O:12][CH:11]([CH2:13][C:14]([O:16][CH3:17])=[O:15])[CH2:10][NH:9][C:8]=2[CH:18]=1)([O-:3])=[O:2].[C:19]1(=O)[CH2:24][CH2:23][C:22](=O)[CH2:21][CH2:20]1.C1(C)C=CC(S(O)(=O)=O)=CC=1. The catalyst is C1(C)C=CC=CC=1. The product is [N+:1]([C:4]1[CH:5]=[CH:6][C:7]2[O:12][CH:11]([CH2:13][C:14]([O:16][CH3:17])=[O:15])[CH2:10][N:9]([C:19]3[CH:24]=[CH:23][CH:22]=[CH:21][CH:20]=3)[C:8]=2[CH:18]=1)([O-:3])=[O:2]. The yield is 0.250. (7) The reactants are FC(F)(F)C(O)=O.[Cl:8][C:9]1[C:10]([F:37])=[C:11]([CH:15]2[C:19]([C:22]3[CH:27]=[CH:26][C:25]([Cl:28])=[CH:24][CH:23]=3)([C:20]#[N:21])[CH:18]([CH2:29][C:30]([CH3:33])([CH3:32])[CH3:31])[NH:17][CH:16]2[C:34]([OH:36])=O)[CH:12]=[CH:13][CH:14]=1.CC1(C)[O:43][C@@H:42]([CH2:44][CH2:45][NH2:46])[CH2:41][O:40]1.CN(C(ON1N=NC2C=CC=NC1=2)=[N+](C)C)C.F[P-](F)(F)(F)(F)F.CCN(C(C)C)C(C)C.Cl. The catalyst is C(Cl)Cl.O1CCCC1. The product is [OH:43][C@H:42]([CH2:41][OH:40])[CH2:44][CH2:45][NH:46][C:34]([CH:16]1[CH:15]([C:11]2[CH:12]=[CH:13][CH:14]=[C:9]([Cl:8])[C:10]=2[F:37])[C:19]([C:22]2[CH:23]=[CH:24][C:25]([Cl:28])=[CH:26][CH:27]=2)([C:20]#[N:21])[CH:18]([CH2:29][C:30]([CH3:33])([CH3:31])[CH3:32])[NH:17]1)=[O:36]. The yield is 0.890.